This data is from Full USPTO retrosynthesis dataset with 1.9M reactions from patents (1976-2016). The task is: Predict the reactants needed to synthesize the given product. (1) Given the product [CH3:1][C@@H:2]([C:9]([OH:11])=[O:10])[CH2:3][C@@H:4]([C:6]([OH:8])=[O:7])[NH2:5], predict the reactants needed to synthesize it. The reactants are: [CH3:1][C@H:2]([C:9]([OH:11])=[O:10])[CH2:3][C@H:4]([C:6]([OH:8])=[O:7])[NH2:5].[Na].[S].C(NC(C(OCC)=O)C(OCC)=O)(=O)C.C(OC)(=O)C(C)=C. (2) Given the product [C:19]([C:21]1[CH:26]=[C:25]([C:2]2[C:10]3[N:9]4[CH2:11][CH2:12][NH:13][C:14](=[O:15])[C:8]4=[C:7]([CH3:16])[C:6]=3[CH:5]=[C:4]([C:17]#[N:18])[CH:3]=2)[CH:24]=[CH:23][CH:22]=1)#[N:20], predict the reactants needed to synthesize it. The reactants are: Br[C:2]1[C:10]2[N:9]3[CH2:11][CH2:12][NH:13][C:14](=[O:15])[C:8]3=[C:7]([CH3:16])[C:6]=2[CH:5]=[C:4]([C:17]#[N:18])[CH:3]=1.[C:19]([C:21]1[CH:22]=[C:23](B(O)O)[CH:24]=[CH:25][CH:26]=1)#[N:20]. (3) Given the product [CH2:39]([N:41]1[CH:45]=[C:44](/[CH:46]=[CH:24]/[C:23]2[C:19]([O:18][CH2:17][C:16]3[CH:32]=[CH:33][C:13]([O:12][CH2:11][C:9]4[N:10]=[C:6]([C:2]5[O:1][CH:5]=[CH:4][CH:3]=5)[O:7][C:8]=4[CH3:36])=[C:14]([O:34][CH3:35])[CH:15]=3)=[N:20][N:21]([C:26]3[CH:31]=[CH:30][CH:29]=[CH:28][CH:27]=3)[CH:22]=2)[N:43]=[CH:42]1)[CH3:40], predict the reactants needed to synthesize it. The reactants are: [O:1]1[CH:5]=[CH:4][CH:3]=[C:2]1[C:6]1[O:7][C:8]([CH3:36])=[C:9]([CH2:11][O:12][C:13]2[CH:33]=[CH:32][C:16]([CH2:17][O:18][C:19]3[C:23]([CH:24]=O)=[CH:22][N:21]([C:26]4[CH:31]=[CH:30][CH:29]=[CH:28][CH:27]=4)[N:20]=3)=[CH:15][C:14]=2[O:34][CH3:35])[N:10]=1.Cl.[Cl-].[CH2:39]([N:41]1[CH:45]=[C:44]([CH2:46][P+](C2C=CC=CC=2)(C2C=CC=CC=2)C2C=CC=CC=2)[N:43]=[CH:42]1)[CH3:40].C(=O)([O-])[O-].[K+].[K+].CN(C)C=O. (4) Given the product [O:18]1[CH:19]=[CH:20][CH:21]=[C:17]1[C:15]1[N:16]=[C:12]([NH:11][C:9]([C:7]2[CH:6]=[CH:5][N:4]=[C:3]([CH2:2][N:30]3[CH2:35][CH2:34][O:33][CH2:32][CH2:31]3)[CH:8]=2)=[O:10])[S:13][C:14]=1[C:22]([CH:24]1[CH2:29][CH2:28][O:27][CH2:26][CH2:25]1)=[O:23], predict the reactants needed to synthesize it. The reactants are: Cl[CH2:2][C:3]1[CH:8]=[C:7]([C:9]([NH:11][C:12]2[S:13][C:14]([C:22]([CH:24]3[CH2:29][CH2:28][O:27][CH2:26][CH2:25]3)=[O:23])=[C:15]([C:17]3[O:18][CH:19]=[CH:20][CH:21]=3)[N:16]=2)=[O:10])[CH:6]=[CH:5][N:4]=1.[NH:30]1[CH2:35][CH2:34][O:33][CH2:32][CH2:31]1.O.C(=O)([O-])O.[Na+]. (5) Given the product [CH3:1][O:2][C:3](=[O:39])[N:4]([CH2:5][CH2:6][CH2:7][O:8][C:9]1[CH:10]=[CH:11][C:12]([C:15]([N:17]2[C:26]3[C:21](=[CH:22][CH:23]=[CH:24][CH:25]=3)[C@H:20]([N:27]([C:35](=[O:37])[CH3:36])[C:28]3[CH:29]=[CH:30][C:31]([Cl:34])=[CH:32][CH:33]=3)[CH2:19][C@@H:18]2[CH3:38])=[O:16])=[CH:13][CH:14]=1)[CH2:42][CH3:43], predict the reactants needed to synthesize it. The reactants are: [CH3:1][O:2][C:3](=[O:39])[NH:4][CH2:5][CH2:6][CH2:7][O:8][C:9]1[CH:14]=[CH:13][C:12]([C:15]([N:17]2[C:26]3[C:21](=[CH:22][CH:23]=[CH:24][CH:25]=3)[C@H:20]([N:27]([C:35](=[O:37])[CH3:36])[C:28]3[CH:33]=[CH:32][C:31]([Cl:34])=[CH:30][CH:29]=3)[CH2:19][C@@H:18]2[CH3:38])=[O:16])=[CH:11][CH:10]=1.[H-].[Na+].[CH2:42](I)[CH3:43].